Dataset: Full USPTO retrosynthesis dataset with 1.9M reactions from patents (1976-2016). Task: Predict the reactants needed to synthesize the given product. (1) Given the product [OH:4][C:5]1[CH:10]=[CH:9][CH:8]=[CH:7][C:6]=1[C:11]([C:13]1[CH:14]=[CH:15][C:16]([O:19][CH2:20][C:21]2[N:22]=[C:23]([C:27]3[CH:28]=[CH:29][CH:30]=[CH:31][CH:32]=3)[O:24][C:25]=2[CH3:26])=[CH:17][CH:18]=1)=[O:12], predict the reactants needed to synthesize it. The reactants are: COC[O:4][C:5]1[CH:10]=[CH:9][CH:8]=[CH:7][C:6]=1[C:11]([C:13]1[CH:18]=[CH:17][C:16]([O:19][CH2:20][C:21]2[N:22]=[C:23]([C:27]3[CH:32]=[CH:31][CH:30]=[CH:29][CH:28]=3)[O:24][C:25]=2[CH3:26])=[CH:15][CH:14]=1)=[O:12].Cl. (2) Given the product [CH3:31][C:16]1[CH:17]=[C:18]([NH:20][C:21]2[CH:26]=[C:25]([C:27]([F:29])([F:28])[F:30])[CH:24]=[CH:23][N:22]=2)[N:19]=[C:14]([C:12]2[N:8]=[N:9][N:10]([CH:2]([CH3:7])[C:3]([O:5][CH3:6])=[O:4])[CH:13]=2)[CH:15]=1, predict the reactants needed to synthesize it. The reactants are: Br[CH:2]([CH3:7])[C:3]([O:5][CH3:6])=[O:4].[N-:8]=[N+:9]=[N-:10].[Na+].[C:12]([C:14]1[N:19]=[C:18]([NH:20][C:21]2[CH:26]=[C:25]([C:27]([F:30])([F:29])[F:28])[CH:24]=[CH:23][N:22]=2)[CH:17]=[C:16]([CH3:31])[CH:15]=1)#[CH:13].O=C1O[C@H]([C@H](CO)O)C([O-])=C1O.[Na+]. (3) The reactants are: Cl.[NH2:2][C@@H:3]([CH2:8][C:9]1[CH:14]=[CH:13][C:12]([NH:15][C:16](=[O:25])[C:17]2[C:22]([Cl:23])=[CH:21][CH:20]=[CH:19][C:18]=2[Cl:24])=[CH:11][CH:10]=1)[C:4]([O:6][CH3:7])=[O:5].[CH3:26][CH:27]1[CH2:32][CH2:31][CH2:30][CH:29]([CH3:33])[N:28]1[S:34](Cl)(=[O:36])=[O:35].C(N(CC)CC)C. Given the product [Cl:23][C:22]1[CH:21]=[CH:20][CH:19]=[C:18]([Cl:24])[C:17]=1[C:16]([NH:15][C:12]1[CH:11]=[CH:10][C:9]([CH2:8][C@H:3]([NH:2][S:34]([N:28]2[CH:29]([CH3:33])[CH2:30][CH2:31][CH2:32][CH:27]2[CH3:26])(=[O:35])=[O:36])[C:4]([O:6][CH3:7])=[O:5])=[CH:14][CH:13]=1)=[O:25], predict the reactants needed to synthesize it.